The task is: Predict the product of the given reaction.. This data is from Forward reaction prediction with 1.9M reactions from USPTO patents (1976-2016). (1) Given the reactants [N:1]1([C:7]2[N:12]=[CH:11][C:10]([NH2:13])=[CH:9][CH:8]=2)[CH2:6][CH2:5][O:4][CH2:3][CH2:2]1.NC1C=CC(N2CCC(O)C2)=NC=1.ClC1C=CC([N+]([O-])=O)=CN=1.N1CC[C@H](O)C1, predict the reaction product. The product is: [NH2:13][C:10]1[CH:9]=[CH:8][C:7]([N:1]2[CH2:6][CH2:5][C@H:3]([OH:4])[CH2:2]2)=[N:12][CH:11]=1. (2) Given the reactants [C:1]([O:5][C:6]([N:8]1[CH2:13][CH2:12][CH:11]([CH2:14][CH2:15][NH2:16])[CH2:10][CH2:9]1)=[O:7])([CH3:4])([CH3:3])[CH3:2].[CH:17]1[CH:22]=[CH:21][C:20]([CH2:23][O:24][C:25]([NH:27][CH2:28][C:29](O)=[O:30])=[O:26])=[CH:19][CH:18]=1, predict the reaction product. The product is: [C:1]([O:5][C:6]([N:8]1[CH2:13][CH2:12][CH:11]([CH2:14][CH2:15][NH:16][C:29](=[O:30])[CH2:28][NH:27][C:25]([O:24][CH2:23][C:20]2[CH:19]=[CH:18][CH:17]=[CH:22][CH:21]=2)=[O:26])[CH2:10][CH2:9]1)=[O:7])([CH3:4])([CH3:3])[CH3:2].